This data is from Reaction yield outcomes from USPTO patents with 853,638 reactions. The task is: Predict the reaction yield, written as a fraction of the theoretical maximum amount of product (1.0 means a 100% yield; for example, 0.34 means a 34% yield). (1) The reactants are [H-].[Na+].[CH:3]1([CH2:7][OH:8])[CH2:6][CH2:5][CH2:4]1.[NH2:9][C:10]1[C:15](Br)=[N:14][C:13]([Br:17])=[CH:12][N:11]=1.O. The catalyst is O1CCCC1. The product is [Br:17][C:13]1[N:14]=[C:15]([O:8][CH2:7][CH:3]2[CH2:6][CH2:5][CH2:4]2)[C:10]([NH2:9])=[N:11][CH:12]=1. The yield is 1.00. (2) The reactants are [N+:1]([C:4]1[CH:12]=[C:11]([C:13]([CH2:16][C:17]([CH3:20])([CH3:19])[CH3:18])([CH3:15])[CH3:14])[CH:10]=[C:6]([C:7]([NH2:9])=[O:8])[C:5]=1[OH:21])([O-])=O.[H][H]. The catalyst is CO.[Pd]. The product is [NH2:1][C:4]1[CH:12]=[C:11]([C:13]([CH2:16][C:17]([CH3:20])([CH3:19])[CH3:18])([CH3:14])[CH3:15])[CH:10]=[C:6]([C:7]([NH2:9])=[O:8])[C:5]=1[OH:21]. The yield is 0.890. (3) The reactants are [N+:1]([C:4]1[CH:9]=[CH:8][C:7]([C:10]2[CH:11]=[C:12]3[C:17](=[CH:18][CH:19]=2)[CH:16]=[C:15]([OH:20])[CH:14]=[CH:13]3)=[CH:6][CH:5]=1)([O-:3])=[O:2].Cl[CH2:22][CH2:23][O:24][CH2:25][CH2:26][O:27][CH2:28][CH2:29][OH:30].C(=O)([O-])[O-].[K+].[K+].CN(C=O)C. The catalyst is C(OCC)(=O)C.O. The product is [N+:1]([C:4]1[CH:9]=[CH:8][C:7]([C:10]2[CH:11]=[C:12]3[C:17](=[CH:18][CH:19]=2)[CH:16]=[C:15]([O:20][CH2:22][CH2:23][O:24][CH2:25][CH2:26][O:27][CH2:28][CH2:29][OH:30])[CH:14]=[CH:13]3)=[CH:6][CH:5]=1)([O-:3])=[O:2]. The yield is 0.810. (4) The reactants are [CH3:1][C:2]1[C:10]([CH3:12])([CH3:11])[C:9]2[C:4](=[CH:5][CH:6]=[CH:7][CH:8]=2)[N:3]=1.[Cl-:13].[Br:14][CH2:15][CH2:16][CH2:17][N+:18]([CH2:23][CH3:24])([CH2:21][CH3:22])[CH2:19][CH3:20]. No catalyst specified. The product is [Cl-:13].[Br-:14].[CH3:1][C:2]1[C:10]([CH3:12])([CH3:11])[C:9]2[C:4](=[CH:5][CH:6]=[CH:7][CH:8]=2)[N+:3]=1[CH2:15][CH2:16][CH2:17][N+:18]([CH2:23][CH3:24])([CH2:21][CH3:22])[CH2:19][CH3:20]. The yield is 0.360. (5) The reactants are Br[C:2]1[C:3]([O:10][CH3:11])=[C:4]([CH:7]=[CH:8][CH:9]=1)[C:5]#[N:6].[C:12]([C:14]1[CH:19]=[CH:18][C:17]([C:20]2([NH:24][C:25](=[O:31])[O:26][C:27]([CH3:30])([CH3:29])[CH3:28])[CH2:23][CH2:22][CH2:21]2)=[CH:16][CH:15]=1)#[CH:13]. The catalyst is C(N(CC)CC)C.ClCCl.CC(C)([P](C(C)(C)C)([Pd][P](C(C)(C)C)(C(C)(C)C)C(C)(C)C)C(C)(C)C)C.[Cu]I. The product is [C:5]([C:4]1[C:3]([O:10][CH3:11])=[C:2]([C:13]#[C:12][C:14]2[CH:15]=[CH:16][C:17]([C:20]3([NH:24][C:25](=[O:31])[O:26][C:27]([CH3:29])([CH3:28])[CH3:30])[CH2:23][CH2:22][CH2:21]3)=[CH:18][CH:19]=2)[CH:9]=[CH:8][CH:7]=1)#[N:6]. The yield is 0.600. (6) The reactants are [Cl:1][C:2]1[CH:3]=[CH:4][C:5]([O:9][CH3:10])=[C:6]([CH:8]=1)[NH2:7].C(O)(=O)C.[N-:15]=[C:16]=[O:17].[K+].O. The catalyst is CN(C=O)C. The product is [Cl:1][C:2]1[CH:3]=[CH:4][C:5]([O:9][CH3:10])=[C:6]([NH:7][C:16]([NH2:15])=[O:17])[CH:8]=1. The yield is 0.320.